Dataset: Reaction yield outcomes from USPTO patents with 853,638 reactions. Task: Predict the reaction yield, written as a fraction of the theoretical maximum amount of product (1.0 means a 100% yield; for example, 0.34 means a 34% yield). (1) The reactants are [CH3:1][O:2][CH2:3][CH2:4][CH2:5][O:6][C:7]1[CH:8]=[C:9]([OH:14])[CH:10]=[C:11]([OH:13])[CH:12]=1.C(=O)([O-])[O-].[K+].[K+].[F:21][C:22]([F:26])([F:25])[CH2:23]I.[I-]. The catalyst is CN(C=O)C.CCOC(C)=O. The product is [CH3:1][O:2][CH2:3][CH2:4][CH2:5][O:6][C:7]1[CH:12]=[C:11]([OH:13])[CH:10]=[C:9]([O:14][CH2:23][C:22]([F:26])([F:25])[F:21])[CH:8]=1. The yield is 0.120. (2) The yield is 0.610. The reactants are [CH2:1]([O:8][CH2:9][CH:10]1[CH:15]([S:16]CC2C=CC(OC)=CC=2)[CH2:14][CH2:13][N:12]([S:26]([C:29]2[CH:38]=[CH:37][C:36]3[C:31](=[CH:32][CH:33]=[CH:34][CH:35]=3)[CH:30]=2)(=[O:28])=[O:27])[CH2:11]1)[C:2]1[CH:7]=[CH:6][CH:5]=[CH:4][CH:3]=1.C([SiH](CC)CC)C. The catalyst is C(O)(C(F)(F)F)=O. The product is [CH2:1]([O:8][CH2:9][CH:10]1[CH:15]([SH:16])[CH2:14][CH2:13][N:12]([S:26]([C:29]2[CH:38]=[CH:37][C:36]3[C:31](=[CH:32][CH:33]=[CH:34][CH:35]=3)[CH:30]=2)(=[O:28])=[O:27])[CH2:11]1)[C:2]1[CH:7]=[CH:6][CH:5]=[CH:4][CH:3]=1. (3) The product is [NH2:1][C:2](=[O:18])[CH2:3][O:4][C:5]1[C:14]([C:42]2[CH:43]=[CH:44][C:34]3[O:33][C:32]([C:29]4[CH:28]=[CH:27][C:26]([F:25])=[CH:31][CH:30]=4)=[C:36]([C:37](=[O:38])[NH:39][CH3:40])[C:35]=3[CH:41]=2)=[CH:13][C:8]([C:9]([O:11][CH3:12])=[O:10])=[C:7]([O:16][CH3:17])[CH:6]=1. The yield is 0.300. The reactants are [NH2:1][C:2](=[O:18])[CH2:3][O:4][C:5]1[C:14](Br)=[CH:13][C:8]([C:9]([O:11][CH3:12])=[O:10])=[C:7]([O:16][CH3:17])[CH:6]=1.O1CCOCC1.[F:25][C:26]1[CH:31]=[CH:30][C:29]([C:32]2[O:33][C:34]3[CH:44]=[CH:43][C:42](B4OC(C)(C)C(C)(C)O4)=[CH:41][C:35]=3[C:36]=2[C:37]([NH:39][CH3:40])=[O:38])=[CH:28][CH:27]=1.C(=O)([O-])[O-].[Cs+].[Cs+]. The catalyst is C(Cl)Cl.C1C=CC([P]([Pd]([P](C2C=CC=CC=2)(C2C=CC=CC=2)C2C=CC=CC=2)([P](C2C=CC=CC=2)(C2C=CC=CC=2)C2C=CC=CC=2)[P](C2C=CC=CC=2)(C2C=CC=CC=2)C2C=CC=CC=2)(C2C=CC=CC=2)C2C=CC=CC=2)=CC=1.O. (4) The reactants are [C:1]([O:5][C:6]([C@@:8]12[CH2:14][C@:13]1([C:15]1[CH:20]=[CH:19][CH:18]=[CH:17][CH:16]=1)[CH2:12][O:11]C(=O)[N:9]2[C:22]([O:24][C:25]([CH3:28])([CH3:27])[CH3:26])=[O:23])=[O:7])([CH3:4])([CH3:3])[CH3:2].C(=O)([O-])[O-].[Cs+].[Cs+]. The catalyst is CO. The product is [C:1]([O:5][C:6]([C@@:8]1([NH:9][C:22]([O:24][C:25]([CH3:28])([CH3:27])[CH3:26])=[O:23])[CH2:14][C@@:13]1([CH2:12][OH:11])[C:15]1[CH:20]=[CH:19][CH:18]=[CH:17][CH:16]=1)=[O:7])([CH3:3])([CH3:4])[CH3:2]. The yield is 0.740. (5) The catalyst is ClCCl. The yield is 0.660. The product is [CH:28]1([NH:34][C:35](=[O:36])[NH:1][C@@H:2]2[C@H:6]3[O:7][CH2:8][C@@H:9]([O:10][S:11]([C:14]4[CH:19]=[CH:18][C:17]([CH3:20])=[CH:16][CH:15]=4)(=[O:13])=[O:12])[C@H:5]3[O:4][CH2:3]2)[CH2:33][CH2:32][CH2:31][CH2:30][CH2:29]1. The reactants are [NH2:1][C@@H:2]1[C@H:6]2[O:7][CH2:8][C@@H:9]([O:10][S:11]([C:14]3[CH:19]=[CH:18][C:17]([CH3:20])=[CH:16][CH:15]=3)(=[O:13])=[O:12])[C@H:5]2[O:4][CH2:3]1.C(N(CC)CC)C.[CH:28]1([N:34]=[C:35]=[O:36])[CH2:33][CH2:32][CH2:31][CH2:30][CH2:29]1. (6) The reactants are [NH2:1][C:2]1[S:3][CH:4]=[N:5][N:6]=1.[CH2:7]([C:15]1[CH:20]=[CH:19][C:18]([S:21](Cl)(=[O:23])=[O:22])=[CH:17][CH:16]=1)[CH2:8][CH2:9][CH2:10][CH2:11][CH2:12][CH2:13][CH3:14].O. The catalyst is N1C=CC=CC=1. The product is [CH2:7]([C:15]1[CH:16]=[CH:17][C:18]([S:21]([NH:1][C:2]2[S:3][CH:4]=[N:5][N:6]=2)(=[O:23])=[O:22])=[CH:19][CH:20]=1)[CH2:8][CH2:9][CH2:10][CH2:11][CH2:12][CH2:13][CH3:14]. The yield is 0.550. (7) The reactants are [Si:1]([O:8][CH2:9][CH2:10][CH2:11][CH2:12][C:13]1[CH:18]=[CH:17][C:16]([CH2:19][OH:20])=[CH:15][CH:14]=1)([C:4]([CH3:7])([CH3:6])[CH3:5])([CH3:3])[CH3:2].[C:21]([N:25]1[C:30](=[O:31])[C:29]([Cl:32])=[C:28](Cl)[CH:27]=[N:26]1)([CH3:24])([CH3:23])[CH3:22].C(=O)([O-])[O-].[Cs+].[Cs+]. The catalyst is CN(C)C=O. The product is [C:21]([N:25]1[C:30](=[O:31])[C:29]([Cl:32])=[C:28]([O:20][CH2:19][C:16]2[CH:15]=[CH:14][C:13]([CH2:12][CH2:11][CH2:10][CH2:9][O:8][Si:1]([C:4]([CH3:7])([CH3:6])[CH3:5])([CH3:3])[CH3:2])=[CH:18][CH:17]=2)[CH:27]=[N:26]1)([CH3:24])([CH3:22])[CH3:23]. The yield is 0.890. (8) The reactants are [F:1][C:2]1[CH:3]=[CH:4][C:5]([CH3:12])=[C:6]([S:8](Cl)(=[O:10])=[O:9])[CH:7]=1.[CH3:13][NH:14][CH3:15]. The catalyst is O1CCCC1. The product is [F:1][C:2]1[CH:3]=[CH:4][C:5]([CH3:12])=[C:6]([S:8]([N:14]([CH3:15])[CH3:13])(=[O:10])=[O:9])[CH:7]=1. The yield is 0.900. (9) The reactants are [C:1]([C:3]1[CH:8]=[CH:7][C:6]([C:9]2[N:13]3[CH:14]=[C:15]([C:19]4[CH:27]=[CH:26][C:22]([C:23]([O-:25])=[O:24])=[CH:21][CH:20]=4)[C:16]([CH3:18])=[CH:17][C:12]3=[N:11][CH:10]=2)=[CH:5][CH:4]=1)#[N:2].[Li+].[OH-]. The catalyst is C1COCC1.O.CO. The product is [C:1]([C:3]1[CH:4]=[CH:5][C:6]([C:9]2[N:13]3[CH:14]=[C:15]([C:19]4[CH:27]=[CH:26][C:22]([C:23]([OH:25])=[O:24])=[CH:21][CH:20]=4)[C:16]([CH3:18])=[CH:17][C:12]3=[N:11][CH:10]=2)=[CH:7][CH:8]=1)#[N:2]. The yield is 0.640. (10) The reactants are S(=O)(=O)(O)O.[CH2:6]([O:13][C:14]([N:16]1[CH2:21][CH2:20][CH:19]([CH:22]([C:28]([OH:30])=[O:29])[CH2:23][S:24][C:25](=[O:27])[CH3:26])[CH2:18][CH2:17]1)=[O:15])[C:7]1[CH:12]=[CH:11][CH:10]=[CH:9][CH:8]=1.[CH3:31][C:32](=[CH2:34])[CH3:33]. The catalyst is ClCCl. The product is [CH2:6]([O:13][C:14]([N:16]1[CH2:21][CH2:20][CH:19]([CH:22]([C:28]([O:30][C:32]([CH3:34])([CH3:33])[CH3:31])=[O:29])[CH2:23][S:24][C:25](=[O:27])[CH3:26])[CH2:18][CH2:17]1)=[O:15])[C:7]1[CH:8]=[CH:9][CH:10]=[CH:11][CH:12]=1. The yield is 0.600.